The task is: Predict the reaction yield, written as a fraction of the theoretical maximum amount of product (1.0 means a 100% yield; for example, 0.34 means a 34% yield).. This data is from Reaction yield outcomes from USPTO patents with 853,638 reactions. (1) The reactants are [NH:1]1[C:11]2[C:6](=[CH:7][CH:8]=[CH:9][CH:10]=2)[C:4](=[O:5])[C:2]1=[O:3].[H-].[Na+].Br[CH2:15][C:16]1[C:17]2[CH:24]=[C:23]([Cl:25])[CH:22]=[CH:21][C:18]=2[S:19][CH:20]=1. The catalyst is O1CCOCC1. The product is [Cl:25][C:23]1[CH:22]=[CH:21][C:18]2[S:19][CH:20]=[C:16]([CH2:15][N:1]3[C:11]4[C:6](=[CH:7][CH:8]=[CH:9][CH:10]=4)[C:4](=[O:5])[C:2]3=[O:3])[C:17]=2[CH:24]=1. The yield is 0.450. (2) The reactants are [ClH:1].Cl.[N+:3]([C:6]1[C:7]([NH2:23])=[N:8][CH:9]=[C:10]([C:12]2[CH:13]=[CH:14][C:15]3[O:21][CH2:20][CH2:19][NH:18][CH2:17][C:16]=3[CH:22]=2)[CH:11]=1)([O-])=O. The catalyst is C(O)(=O)C.C(O)C.[Pd]. The product is [ClH:1].[ClH:1].[O:21]1[C:15]2[CH:14]=[CH:13][C:12]([C:10]3[CH:11]=[C:6]([NH2:3])[C:7]([NH2:23])=[N:8][CH:9]=3)=[CH:22][C:16]=2[CH2:17][NH:18][CH2:19][CH2:20]1. The yield is 1.00.